The task is: Regression. Given a peptide amino acid sequence and an MHC pseudo amino acid sequence, predict their binding affinity value. This is MHC class II binding data.. This data is from Peptide-MHC class II binding affinity with 134,281 pairs from IEDB. (1) The peptide sequence is ASIAARGYISTRVGM. The MHC is DRB1_0401 with pseudo-sequence DRB1_0401. The binding affinity (normalized) is 0.414. (2) The peptide sequence is QKRTLSLLQYARYPI. The MHC is DRB1_1501 with pseudo-sequence DRB1_1501. The binding affinity (normalized) is 0.698. (3) The peptide sequence is KMIGGIGGFIKVRQYDQIAI. The MHC is HLA-DPA10201-DPB10101 with pseudo-sequence HLA-DPA10201-DPB10101. The binding affinity (normalized) is 0.151. (4) The peptide sequence is AAATAGTTVYGYFAA. The MHC is HLA-DQA10401-DQB10402 with pseudo-sequence HLA-DQA10401-DQB10402. The binding affinity (normalized) is 0.444. (5) The peptide sequence is AIQQVRSLIGNEEFLDY. The MHC is DRB1_0701 with pseudo-sequence DRB1_0701. The binding affinity (normalized) is 0.690. (6) The binding affinity (normalized) is 0.740. The peptide sequence is LHHMVKISGGPH. The MHC is DRB1_1101 with pseudo-sequence DRB1_1101. (7) The binding affinity (normalized) is 0.202. The peptide sequence is LASSCQVAFSYFPPP. The MHC is DRB1_1501 with pseudo-sequence DRB1_1501. (8) The peptide sequence is QKFVDTILSENGVVA. The MHC is DRB1_1501 with pseudo-sequence DRB1_1501. The binding affinity (normalized) is 0.500.